Dataset: Full USPTO retrosynthesis dataset with 1.9M reactions from patents (1976-2016). Task: Predict the reactants needed to synthesize the given product. (1) Given the product [S:20]1[CH:21]=[CH:22][CH:23]=[C:19]1[C:23]1[CH:22]=[CH:21][S:20][C:19]=1[C:17]([C:16]1[CH:15]=[N:14][N:13]2[C:8]([C:4]3[CH:5]=[CH:6][CH:7]=[C:2]([NH:1][CH2:27][CH2:26][CH:25]([CH3:24])[CH2:29][C:30]([CH3:33])([CH3:32])[CH3:31])[CH:3]=3)=[CH:9][CH:10]=[N:11][C:12]=12)=[O:18], predict the reactants needed to synthesize it. The reactants are: [NH2:1][C:2]1[CH:3]=[C:4]([C:8]2[N:13]3[N:14]=[CH:15][C:16]([C:17]([C:19]4[S:20][CH:21]=[CH:22][CH:23]=4)=[O:18])=[C:12]3[N:11]=[CH:10][CH:9]=2)[CH:5]=[CH:6][CH:7]=1.[CH3:24][CH:25]([CH2:29][C:30]([CH3:33])([CH3:32])[CH3:31])[CH2:26][CH:27]=O. (2) Given the product [NH2:1][C:2]1[N:3]=[C:4]([C:16]2[C:24]3[C:19](=[N:20][CH:21]=[CH:22][CH:23]=3)[N:18]([CH2:25][C:26]3[CH:31]=[CH:30][CH:29]=[CH:28][C:27]=3[F:32])[N:17]=2)[N:5]=[C:6]2[C:7]=1[N:3]([CH2:2][CH3:7])[C:4](=[O:33])[NH:15]2, predict the reactants needed to synthesize it. The reactants are: [NH2:1][C:2]1[C:7](CCNC(=O)OC)=[C:6]([NH2:15])[N:5]=[C:4]([C:16]2[C:24]3[C:19](=[N:20][CH:21]=[CH:22][CH:23]=3)[N:18]([CH2:25][C:26]3[CH:31]=[CH:30][CH:29]=[CH:28][C:27]=3[F:32])[N:17]=2)[N:3]=1.[OH2:33]. (3) Given the product [CH3:58][N:59]1[CH2:64][CH2:63][N:62]([CH:65]2[CH2:70][CH2:69][N:68]([C:22]([C:21]3[CH:20]=[CH:19][C:18]([C:15]4[CH:16]=[CH:17][C:12]5[N:13]([C:9]([C:6]6[CH:5]=[CH:4][C:3]([C:1]#[N:2])=[CH:8][CH:7]=6)=[CH:10][N:11]=5)[CH:14]=4)=[CH:26][CH:25]=3)=[O:23])[CH2:67][CH2:66]2)[CH2:61][CH2:60]1, predict the reactants needed to synthesize it. The reactants are: [C:1]([C:3]1[CH:8]=[CH:7][C:6]([C:9]2[N:13]3[CH:14]=[C:15]([C:18]4[CH:26]=[CH:25][C:21]([C:22](O)=[O:23])=[CH:20][CH:19]=4)[CH:16]=[CH:17][C:12]3=[N:11][CH:10]=2)=[CH:5][CH:4]=1)#[N:2].CN(C(ON1N=NC2C=CC=NC1=2)=[N+](C)C)C.F[P-](F)(F)(F)(F)F.CN1CCOCC1.[CH3:58][N:59]1[CH2:64][CH2:63][N:62]([CH:65]2[CH2:70][CH2:69][NH:68][CH2:67][CH2:66]2)[CH2:61][CH2:60]1. (4) Given the product [OH:12][C:5]1[C:6]2[C:11](=[CH:10][CH:9]=[CH:8][CH:7]=2)[C:2]([S:28][C:24]2[CH:25]=[CH:26][CH:27]=[C:22]([O:21][CH3:20])[CH:23]=2)=[N:3][C:4]=1[C:13]([NH:15][CH2:16][C:17]([OH:19])=[O:18])=[O:14], predict the reactants needed to synthesize it. The reactants are: Cl[C:2]1[C:11]2[C:6](=[CH:7][CH:8]=[CH:9][CH:10]=2)[C:5]([OH:12])=[C:4]([C:13]([NH:15][CH2:16][C:17]([OH:19])=[O:18])=[O:14])[N:3]=1.[CH3:20][O:21][C:22]1[CH:23]=[C:24]([SH:28])[CH:25]=[CH:26][CH:27]=1. (5) Given the product [CH3:1][N:2]([CH2:4][C:5]1[CH:10]=[CH:9][C:8]([CH:11]2[NH:12][C:13]3[C:18]4[C:19](=[N:37][NH:38][C:31](=[O:33])[C:17]=4[CH:16]=[CH:15][CH:14]=3)[CH:20]2[C:21]2[CH:22]=[CH:23][C:24]([CH:27]([CH3:28])[CH3:29])=[CH:25][CH:26]=2)=[CH:7][CH:6]=1)[CH3:3], predict the reactants needed to synthesize it. The reactants are: [CH3:1][N:2]([CH2:4][C:5]1[CH:10]=[CH:9][C:8]([CH:11]2[CH:20]([C:21]3[CH:26]=[CH:25][C:24]([CH:27]([CH3:29])[CH3:28])=[CH:23][CH:22]=3)[C:19](=O)[C:18]3[C:17]([C:31]([O:33]CC)=O)=[CH:16][CH:15]=[CH:14][C:13]=3[NH:12]2)=[CH:7][CH:6]=1)[CH3:3].O.[NH2:37][NH2:38]. (6) Given the product [Br:1][C:2]1[C:3]([CH3:9])=[C:4]([NH:5][CH:13]2[CH2:14][CH2:15][CH2:16][C:11]([CH3:18])([CH3:10])[CH2:12]2)[CH:6]=[CH:7][CH:8]=1, predict the reactants needed to synthesize it. The reactants are: [Br:1][C:2]1[C:3]([CH3:9])=[C:4]([CH:6]=[CH:7][CH:8]=1)[NH2:5].[CH3:10][C:11]1([CH3:18])[CH2:16][CH2:15][CH2:14][C:13](=O)[CH2:12]1.C(O[BH-](OC(=O)C)OC(=O)C)(=O)C.[Na+]. (7) Given the product [NH2:9][CH2:8][C:7]1[C:6]([C:10]2[CH:15]=[CH:14][C:13]([Cl:16])=[CH:12][C:11]=2[Cl:17])=[CH:5][N:4]2[C:18]([N:21]3[CH2:26][CH2:25][O:24][CH2:23][CH2:22]3)=[CH:19][N:20]=[C:3]2[C:2]=1[NH2:1], predict the reactants needed to synthesize it. The reactants are: [NH2:1][C:2]1[C:3]2[N:4]([C:18]([N:21]3[CH2:26][CH2:25][O:24][CH2:23][CH2:22]3)=[CH:19][N:20]=2)[CH:5]=[C:6]([C:10]2[CH:15]=[CH:14][C:13]([Cl:16])=[CH:12][C:11]=2[Cl:17])[C:7]=1[C:8]#[N:9].B.C1COCC1.Cl.CO.